From a dataset of NCI-60 drug combinations with 297,098 pairs across 59 cell lines. Regression. Given two drug SMILES strings and cell line genomic features, predict the synergy score measuring deviation from expected non-interaction effect. (1) Drug 1: CC1=C(N=C(N=C1N)C(CC(=O)N)NCC(C(=O)N)N)C(=O)NC(C(C2=CN=CN2)OC3C(C(C(C(O3)CO)O)O)OC4C(C(C(C(O4)CO)O)OC(=O)N)O)C(=O)NC(C)C(C(C)C(=O)NC(C(C)O)C(=O)NCCC5=NC(=CS5)C6=NC(=CS6)C(=O)NCCC[S+](C)C)O. Drug 2: CC12CCC3C(C1CCC2OP(=O)(O)O)CCC4=C3C=CC(=C4)OC(=O)N(CCCl)CCCl.[Na+]. Cell line: MDA-MB-435. Synergy scores: CSS=10.9, Synergy_ZIP=-4.32, Synergy_Bliss=-6.48, Synergy_Loewe=-4.92, Synergy_HSA=-5.29. (2) Drug 1: C1=NC2=C(N=C(N=C2N1C3C(C(C(O3)CO)O)F)Cl)N. Drug 2: CC=C1C(=O)NC(C(=O)OC2CC(=O)NC(C(=O)NC(CSSCCC=C2)C(=O)N1)C(C)C)C(C)C. Synergy scores: CSS=10.5, Synergy_ZIP=-5.85, Synergy_Bliss=-2.90, Synergy_Loewe=-14.3, Synergy_HSA=-1.15. Cell line: NCI-H522.